Predict the reaction yield, written as a fraction of the theoretical maximum amount of product (1.0 means a 100% yield; for example, 0.34 means a 34% yield). From a dataset of Reaction yield outcomes from USPTO patents with 853,638 reactions. (1) The reactants are [H-].[Na+].CS(C)=O.[NH2:7][C:8]1[CH:13]=[C:12]([Cl:14])[C:11]([OH:15])=[C:10]([Cl:16])[CH:9]=1.Cl[C:18]1[C:27]2[C:22](=[CH:23][C:24]([O:30][CH3:31])=[C:25]([O:28][CH3:29])[CH:26]=2)[N:21]=[CH:20][CH:19]=1. The catalyst is O. The product is [Cl:14][C:12]1[CH:13]=[C:8]([CH:9]=[C:10]([Cl:16])[C:11]=1[O:15][C:18]1[C:27]2[C:22](=[CH:23][C:24]([O:30][CH3:31])=[C:25]([O:28][CH3:29])[CH:26]=2)[N:21]=[CH:20][CH:19]=1)[NH2:7]. The yield is 0.220. (2) The reactants are [CH2:1]([N:8]([CH2:23][CH2:24]O)[C:9](=[O:22])[C@H:10]([NH:14][C:15](=[O:21])[O:16][C:17]([CH3:20])([CH3:19])[CH3:18])[CH:11]([CH3:13])[CH3:12])[C:2]1[CH:7]=[CH:6][CH:5]=[CH:4][CH:3]=1.CCN(CC)CC.CS([Cl:37])(=O)=O. The catalyst is C(Cl)Cl. The product is [CH2:1]([N:8]([CH2:23][CH2:24][Cl:37])[C:9](=[O:22])[C@H:10]([NH:14][C:15](=[O:21])[O:16][C:17]([CH3:20])([CH3:19])[CH3:18])[CH:11]([CH3:13])[CH3:12])[C:2]1[CH:7]=[CH:6][CH:5]=[CH:4][CH:3]=1. The yield is 1.00. (3) The reactants are CC1C(C2C3C(=CC(F)=CC=3)N(S(C3C=CC=CC=3)(=O)=O)C=2)=C(C)NN=1.[F:27][C:28]1[CH:36]=[C:35]2[C:31]([C:32]([C:37]3[CH:38]=[N:39][N:40]([CH:42]4[CH2:47][CH2:46][N:45]([C:48](=[O:61])[C@H:49]([NH:53]C(=O)OC(C)(C)C)[CH:50]([CH3:52])[CH3:51])[CH2:44][CH2:43]4)[CH:41]=3)=[CH:33][NH:34]2)=[CH:30][CH:29]=1. No catalyst specified. The product is [NH2:53][C@H:49]([CH:50]([CH3:52])[CH3:51])[C:48]([N:45]1[CH2:46][CH2:47][CH:42]([N:40]2[CH:41]=[C:37]([C:32]3[C:31]4[C:35](=[CH:36][C:28]([F:27])=[CH:29][CH:30]=4)[NH:34][CH:33]=3)[CH:38]=[N:39]2)[CH2:43][CH2:44]1)=[O:61]. The yield is 0.870. (4) The reactants are COC(=O)CC[S:6]([C:9]1[CH:14]=[C:13]([CH:15]([NH:19][C:20]([C:22]2[CH:23]=[N:24][N:25]([C:28]3[CH:33]=[CH:32][C:31]([Cl:34])=[CH:30][CH:29]=3)[C:26]=2[CH3:27])=[O:21])[CH2:16][CH2:17][CH3:18])[CH:12]=[CH:11][N:10]=1)(=[O:8])=[O:7].C[O-].[Na+].[Na].CC1C=CC(S(NCl)(=O)=O)=CC=1.[CH3:52][NH2:53].C(O)C. The catalyst is C1COCC1.CO.C(=O)(O)[O-].[Na+].O. The product is [CH3:52][NH:53][S:6]([C:9]1[CH:14]=[C:13]([CH:15]([NH:19][C:20]([C:22]2[CH:23]=[N:24][N:25]([C:28]3[CH:33]=[CH:32][C:31]([Cl:34])=[CH:30][CH:29]=3)[C:26]=2[CH3:27])=[O:21])[CH2:16][CH2:17][CH3:18])[CH:12]=[CH:11][N:10]=1)(=[O:7])=[O:8]. The yield is 0.900.